This data is from Forward reaction prediction with 1.9M reactions from USPTO patents (1976-2016). The task is: Predict the product of the given reaction. (1) Given the reactants [CH3:1][N:2]1[C:6]([CH2:7][C:8]([OH:10])=O)=[CH:5][CH:4]=[N:3]1.O.ON1C2C=CC=CC=2N=N1.Cl.C(N=C=NCCCN(C)C)C.C(N1CCOCC1)C.[Cl:42][C:43]1[C:48]([C:49]([F:52])([F:51])[F:50])=[CH:47][CH:46]=[CH:45][C:44]=1[CH2:53][NH2:54], predict the reaction product. The product is: [Cl:42][C:43]1[C:48]([C:49]([F:51])([F:52])[F:50])=[CH:47][CH:46]=[CH:45][C:44]=1[CH2:53][NH:54][C:8](=[O:10])[CH2:7][C:6]1[N:2]([CH3:1])[N:3]=[CH:4][CH:5]=1. (2) Given the reactants [N:1]1[N:5]2[C:6]3[C:11]([CH:12]=[CH:13][C:4]2=[N:3][N:2]=1)=[C:10]([CH2:14][CH:15]=O)[CH:9]=[CH:8][CH:7]=3.[CH3:17][C:18]1[CH:27]=[CH:26][C:25]2[C:20](=[CH:21][CH:22]=[CH:23][C:24]=2[N:28]2[CH2:33][CH2:32][NH:31][C@H:30](C)[CH2:29]2)[N:19]=1.C(O[BH-](OC(=O)C)OC(=O)C)(=O)C.[Na+].[Cl:49]CCCl, predict the reaction product. The product is: [ClH:49].[ClH:49].[CH3:17][C:18]1[CH:27]=[CH:26][C:25]2[C:20](=[CH:21][CH:22]=[CH:23][C:24]=2[N:28]2[CH2:33][CH2:32][N:31]([CH2:15][CH2:14][C:10]3[CH:9]=[CH:8][CH:7]=[C:6]4[C:11]=3[CH:12]=[CH:13][C:4]3[N:5]4[N:1]=[N:2][N:3]=3)[CH2:30][CH2:29]2)[N:19]=1. (3) Given the reactants [Br:1][C:2]1[CH:7]=[CH:6][C:5]([N:8]2[C:19]3[C:11](=[CH:12][C:13]4[O:17][CH:16]=[N:15][C:14]=4[C:18]=3[F:20])[N:10]([S:21]([CH:24]3[CH2:26][CH2:25]3)(=[O:23])=[O:22])C2=O)=[C:4]([Cl:28])[CH:3]=1.C[Si](C)(C)[O-].[K+], predict the reaction product. The product is: [F:20][C:18]1[C:14]2[N:15]=[CH:16][O:17][C:13]=2[CH:12]=[C:11]([NH:10][S:21]([CH:24]2[CH2:25][CH2:26]2)(=[O:22])=[O:23])[C:19]=1[NH:8][C:5]1[CH:6]=[CH:7][C:2]([Br:1])=[CH:3][C:4]=1[Cl:28]. (4) Given the reactants [CH2:1]([C:3]1[C:8](=[O:9])[NH:7][C:6]([CH3:10])=[C:5]([C:11]2[CH:12]=[N:13][CH:14]=[C:15]([C:17]([OH:19])=O)[CH:16]=2)[CH:4]=1)[CH3:2].[N:20]1[CH:25]=[CH:24][CH:23]=[C:22]([CH2:26][NH2:27])[CH:21]=1, predict the reaction product. The product is: [N:20]1[CH:25]=[CH:24][CH:23]=[C:22]([CH2:26][NH:27][C:17]([C:15]2[CH:16]=[C:11]([C:5]3[CH:4]=[C:3]([CH2:1][CH3:2])[C:8](=[O:9])[NH:7][C:6]=3[CH3:10])[CH:12]=[N:13][CH:14]=2)=[O:19])[CH:21]=1. (5) Given the reactants [CH3:1][N:2]1[CH:6]=[C:5](B2OC(C)(C)C(C)(C)O2)[CH:4]=[N:3]1.C([O-])([O-])=O.[Na+].[Na+].O1[CH2:27][CH2:26]OCC1.CCOC(C)=O.[Cl-:34].[Na+].O, predict the reaction product. The product is: [Cl:34][C:1]1[N:2]=[N:3][C:4]([C:5]2[CH:4]=[N:3][N:2]([CH3:1])[CH:6]=2)=[CH:26][CH:27]=1. (6) Given the reactants C([O:3][C:4]([C:6]1[N:7]=[C:8]([NH:11][CH:12]([CH3:14])[CH3:13])[O:9][CH:10]=1)=[O:5])C.[OH-].[Na+].Cl, predict the reaction product. The product is: [CH:12]([NH:11][C:8]1[O:9][CH:10]=[C:6]([C:4]([OH:5])=[O:3])[N:7]=1)([CH3:14])[CH3:13]. (7) Given the reactants [Si:1]([O:8][CH2:9][CH:10]([OH:31])[CH2:11][N:12]1[C:20]([C:21]2[CH:26]=[CH:25][CH:24]=[CH:23][CH:22]=2)=[C:19]2[C:14]([N:15]([CH3:30])[C:16](=[O:29])[N:17]([CH3:28])[C:18]2=[O:27])=[CH:13]1)([C:4]([CH3:7])([CH3:6])[CH3:5])([CH3:3])[CH3:2].C(N(CC)CC)C.[CH3:39][S:40](Cl)(=[O:42])=[O:41].C([O-])([O-])=O.[K+].[K+], predict the reaction product. The product is: [CH3:39][S:40]([O:31][CH:10]([CH2:11][N:12]1[C:20]([C:21]2[CH:26]=[CH:25][CH:24]=[CH:23][CH:22]=2)=[C:19]2[C:14]([N:15]([CH3:30])[C:16](=[O:29])[N:17]([CH3:28])[C:18]2=[O:27])=[CH:13]1)[CH2:9][O:8][Si:1]([C:4]([CH3:7])([CH3:6])[CH3:5])([CH3:2])[CH3:3])(=[O:42])=[O:41].